This data is from Reaction yield outcomes from USPTO patents with 853,638 reactions. The task is: Predict the reaction yield, written as a fraction of the theoretical maximum amount of product (1.0 means a 100% yield; for example, 0.34 means a 34% yield). (1) The reactants are [Cl:1][C:2]1[CH:10]=[CH:9][CH:8]=[C:7]2[C:3]=1[CH:4]=[CH:5][NH:6]2.[CH3:11]C1C2C(=CC=CC=2)NC=1. No catalyst specified. The product is [Cl:1][C:2]1[CH:10]=[CH:9][CH:8]=[C:7]2[C:3]=1[CH:4]=[CH:5][N:6]2[CH3:11]. The yield is 1.00. (2) The reactants are [CH3:1][C:2]([C:5]([C:7]1[CH:8]=[C:9]([CH:14]=[CH:15][C:16]=1[OH:17])[C:10]([O:12][CH3:13])=[O:11])=[CH2:6])([CH3:4])[CH3:3].C1(N([S:25]([C:28]([F:31])([F:30])[F:29])(=[O:27])=[O:26])[S:25]([C:28]([F:31])([F:30])[F:29])(=[O:27])=[O:26])C=CC=CC=1. The catalyst is C(Cl)Cl.CN(C1C=CN=CC=1)C. The product is [CH3:4][C:2]([C:5]([C:7]1[CH:8]=[C:9]([CH:14]=[CH:15][C:16]=1[O:17][S:25]([C:28]([F:31])([F:30])[F:29])(=[O:27])=[O:26])[C:10]([O:12][CH3:13])=[O:11])=[CH2:6])([CH3:1])[CH3:3]. The yield is 0.130. (3) The reactants are C([SiH2][O:6][C:7](C)(C)[C:8]1[N:13]=[CH:12][C:11]([NH:14][C:15]2[N:20]=[C:19]([C:21]3[N:26]=[C:25]([C:27]#[N:28])[C:24]([N:29]4[CH2:33][CH2:32][C@H:31]([F:34])[CH2:30]4)=[CH:23][CH:22]=3)[CH:18]=[CH:17][N:16]=2)=[CH:10][CH:9]=1)(C)(C)C. The catalyst is Cl.CC#N. The product is [F:34][C@H:31]1[CH2:32][CH2:33][N:29]([C:24]2[C:25]([C:27]#[N:28])=[N:26][C:21]([C:19]3[CH:18]=[CH:17][N:16]=[C:15]([NH:14][C:11]4[CH:12]=[N:13][C:8]([CH2:7][OH:6])=[CH:9][CH:10]=4)[N:20]=3)=[CH:22][CH:23]=2)[CH2:30]1. The yield is 0.790.